The task is: Predict which catalyst facilitates the given reaction.. This data is from Catalyst prediction with 721,799 reactions and 888 catalyst types from USPTO. Product: [CH2:24]([N:16]([CH2:9][C:10]1[CH:11]=[CH:12][CH:13]=[CH:14][CH:15]=1)[C@H:17]1[CH2:22][CH2:21][C@H:20]([O:23][CH2:5][CH2:4][O:3][CH3:8])[CH2:19][CH2:18]1)[C:25]1[CH:30]=[CH:29][CH:28]=[CH:27][CH:26]=1. The catalyst class is: 4. Reactant: [H-].[Na+].[O:3]1[CH2:8]CO[CH2:5][CH2:4]1.[CH2:9]([N:16]([CH2:24][C:25]1[CH:30]=[CH:29][CH:28]=[CH:27][CH:26]=1)[C@H:17]1[CH2:22][CH2:21][C@H:20]([OH:23])[CH2:19][CH2:18]1)[C:10]1[CH:15]=[CH:14][CH:13]=[CH:12][CH:11]=1.COCCCl.